From a dataset of Catalyst prediction with 721,799 reactions and 888 catalyst types from USPTO. Predict which catalyst facilitates the given reaction. (1) Reactant: [OH:1][C:2]1[CH:9]=[CH:8][C:5]([CH:6]=O)=[C:4]([O:10][CH3:11])[CH:3]=1.[C:12]1([S:18]([NH2:21])(=[O:20])=[O:19])[CH:17]=[CH:16][CH:15]=[CH:14][CH:13]=1.C1(C)C=CC=CC=1.C1(C)C=CC(S(O)(=O)=O)=CC=1. Product: [OH:1][C:2]1[CH:9]=[CH:8][C:5]([CH:6]=[N:21][S:18]([C:12]2[CH:17]=[CH:16][CH:15]=[CH:14][CH:13]=2)(=[O:20])=[O:19])=[C:4]([O:10][CH3:11])[CH:3]=1. The catalyst class is: 6. (2) Reactant: [Cl:1][C:2]1[C:7]([C:8]2[CH:13]=[CH:12][CH:11]=[CH:10][CH:9]=2)=[N:6][N:5]=[C:4]2[N:14](C=C)[N:15]=[C:16]([C:17]3[CH:22]=[CH:21][CH:20]=[CH:19][CH:18]=3)[C:3]=12.[Mn]([O-])(=O)(=O)=O.[K+]. Product: [Cl:1][C:2]1[C:7]([C:8]2[CH:9]=[CH:10][CH:11]=[CH:12][CH:13]=2)=[N:6][N:5]=[C:4]2[NH:14][N:15]=[C:16]([C:17]3[CH:18]=[CH:19][CH:20]=[CH:21][CH:22]=3)[C:3]=12. The catalyst class is: 21. (3) Reactant: Cl[C:2]1[N:10]=[CH:9][CH:8]=[CH:7][C:3]=1[C:4]([OH:6])=[O:5].[H-].[Na+].[C:13]1([CH2:19][CH2:20][CH2:21][CH2:22][CH2:23][OH:24])[CH:18]=[CH:17][CH:16]=[CH:15][CH:14]=1.Cl. Product: [C:13]1([CH2:19][CH2:20][CH2:21][CH2:22][CH2:23][O:24][C:2]2[N:10]=[CH:9][CH:8]=[CH:7][C:3]=2[C:4]([OH:6])=[O:5])[CH:18]=[CH:17][CH:16]=[CH:15][CH:14]=1. The catalyst class is: 384. (4) Reactant: [Cl:1][C:2]1[CH:3]=[C:4]([C:9]2[CH:13]=[C:12](CCCC(O)=O)[N:11]([C:20]3[CH:29]=[CH:28][C:27]4[C:22](=[CH:23][CH:24]=[CH:25][CH:26]=4)[CH:21]=3)[N:10]=2)[CH:5]=[C:6]([Cl:8])[CH:7]=1.Cl.C([N:50]1[CH:61]=[N:60][C:52]([CH2:53][C@@H:54]([C:56]([O:58][CH3:59])=[O:57])[NH2:55])=[CH:51]1)(C1C=CC=CC=1)(C1C=CC=CC=1)C1C=CC=CC=1.CN(C1[CH:70]=[CH:69][CH:68]=[CH:67]N=1)C.CCN=C=NCCCN(C)C.Cl.FC(F)(F)C(O)=[O:86]. Product: [Cl:8][C:6]1[CH:5]=[C:4]([C:9]2[CH:13]=[C:12]([CH2:67][CH2:68][CH2:69][C:70]([NH:55][C@H:54]([C:56]([O:58][CH3:59])=[O:57])[CH2:53][C:52]3[N:60]=[CH:61][NH:50][CH:51]=3)=[O:86])[N:11]([C:20]3[CH:29]=[CH:28][C:27]4[C:22](=[CH:23][CH:24]=[CH:25][CH:26]=4)[CH:21]=3)[N:10]=2)[CH:3]=[C:2]([Cl:1])[CH:7]=1. The catalyst class is: 4. (5) Reactant: [C:1]([O:5][C:6]([N:8]1[CH2:13][CH2:12][CH:11]([O:14][C:15]2[CH:20]=[CH:19][CH:18]=[C:17]([NH2:21])[N:16]=2)[CH2:10][CH:9]1[CH3:22])=[O:7])([CH3:4])([CH3:3])[CH3:2].C(N(CC)CC)C.[Cl:30][C:31]1[CH:39]=[CH:38][CH:37]=[C:36]([F:40])[C:32]=1[C:33](Cl)=[O:34]. Product: [C:1]([O:5][C:6]([N:8]1[CH2:13][CH2:12][CH:11]([O:14][C:15]2[CH:20]=[CH:19][CH:18]=[C:17]([NH:21][C:33](=[O:34])[C:32]3[C:36]([F:40])=[CH:37][CH:38]=[CH:39][C:31]=3[Cl:30])[N:16]=2)[CH2:10][CH:9]1[CH3:22])=[O:7])([CH3:4])([CH3:2])[CH3:3]. The catalyst class is: 12. (6) Reactant: [CH3:1][O:2][C:3]1[CH:8]=[C:7]([O:9][CH2:10][CH2:11][CH3:12])[CH:6]=[CH:5][C:4]=1[N+:13]([O-])=O.[H][H]. Product: [CH3:1][O:2][C:3]1[CH:8]=[C:7]([O:9][CH2:10][CH2:11][CH3:12])[CH:6]=[CH:5][C:4]=1[NH2:13]. The catalyst class is: 99. (7) Reactant: FC(F)(F)C(O)=O.C(O[N:13]1[CH2:18][CH2:17][N:16]([C:19]2[CH:24]=[CH:23][C:22]([N:25]3[CH2:30][CH2:29][N:28](OC(C)(C)C)[CH2:27][C:26]3=C=O)=[CH:21][CH:20]=2)[C:15](=C=O)[CH2:14]1)(C)(C)C. Product: [N:16]1([C:19]2[CH:20]=[CH:21][C:22]([N:25]3[CH2:26][CH2:27][NH:28][CH2:29][CH2:30]3)=[CH:23][CH:24]=2)[CH2:15][CH2:14][NH:13][CH2:18][CH2:17]1. The catalyst class is: 2.